This data is from Merck oncology drug combination screen with 23,052 pairs across 39 cell lines. The task is: Regression. Given two drug SMILES strings and cell line genomic features, predict the synergy score measuring deviation from expected non-interaction effect. (1) Drug 1: Nc1ccn(C2OC(CO)C(O)C2(F)F)c(=O)n1. Drug 2: O=C(NOCC(O)CO)c1ccc(F)c(F)c1Nc1ccc(I)cc1F. Cell line: OCUBM. Synergy scores: synergy=15.6. (2) Drug 1: CC1CC2C3CCC4=CC(=O)C=CC4(C)C3(F)C(O)CC2(C)C1(O)C(=O)CO. Drug 2: CNC(=O)c1cc(Oc2ccc(NC(=O)Nc3ccc(Cl)c(C(F)(F)F)c3)cc2)ccn1. Cell line: A2058. Synergy scores: synergy=11.6. (3) Drug 1: CN1C(=O)C=CC2(C)C3CCC4(C)C(NC(=O)OCC(F)(F)F)CCC4C3CCC12. Drug 2: CCC1(O)C(=O)OCc2c1cc1n(c2=O)Cc2cc3c(CN(C)C)c(O)ccc3nc2-1. Cell line: EFM192B. Synergy scores: synergy=5.47.